From a dataset of Full USPTO retrosynthesis dataset with 1.9M reactions from patents (1976-2016). Predict the reactants needed to synthesize the given product. (1) Given the product [CH2:3]([N:5]1[CH2:10][CH2:9][CH:8]([NH:2][CH3:1])[CH2:7][CH2:6]1)[CH3:4], predict the reactants needed to synthesize it. The reactants are: [CH3:1][NH2:2].[CH2:3]([N:5]1[CH2:10][CH2:9][C:8](=O)[CH2:7][CH2:6]1)[CH3:4].C(O[BH-](OC(=O)C)OC(=O)C)(=O)C.[Na+].C(=O)([O-])O.[Na+]. (2) The reactants are: Cl[C:2]1[N:11]=[C:10](Cl)[C:9]2[C:4](=[CH:5][CH:6]=[CH:7][CH:8]=2)[N:3]=1.[CH3:13][N:14]([CH3:23])[C:15]1[CH:22]=[CH:21][C:18]([CH2:19][NH2:20])=[CH:17][CH:16]=1.[F:24][C:25]1[CH:26]=[C:27]([CH:30]=[CH:31][C:32]=1[F:33])[CH2:28][NH2:29]. Given the product [F:24][C:25]1[CH:26]=[C:27]([CH:30]=[CH:31][C:32]=1[F:33])[CH2:28][NH:29][C:2]1[N:11]=[C:10]([NH:20][CH2:19][C:18]2[CH:21]=[CH:22][C:15]([N:14]([CH3:23])[CH3:13])=[CH:16][CH:17]=2)[C:9]2[C:4](=[CH:5][CH:6]=[CH:7][CH:8]=2)[N:3]=1, predict the reactants needed to synthesize it. (3) Given the product [C:3]([O:7][C:8]([N:10]1[CH2:11][CH2:12][N:13]([CH2:16][C:17]2[S:21][C:20]([C:22]3[CH:23]=[CH:24][CH:25]=[CH:26][CH:27]=3)=[N:19][C:18]=2[C:28]([OH:30])=[O:29])[CH2:14][CH2:15]1)=[O:9])([CH3:6])([CH3:4])[CH3:5], predict the reactants needed to synthesize it. The reactants are: [OH-].[Na+].[C:3]([O:7][C:8]([N:10]1[CH2:15][CH2:14][N:13]([CH2:16][C:17]2[S:21][C:20]([C:22]3[CH:27]=[CH:26][CH:25]=[CH:24][CH:23]=3)=[N:19][C:18]=2[C:28]([O:30]CC)=[O:29])[CH2:12][CH2:11]1)=[O:9])([CH3:6])([CH3:5])[CH3:4]. (4) The reactants are: [Br:1][C:2]1[CH:7]=[CH:6][C:5]([CH2:8][CH2:9][C:10]([OH:12])=[O:11])=[CH:4][CH:3]=1.[C:13](OC(O[C:13]([CH3:16])([CH3:15])[CH3:14])N(C)C)([CH3:16])([CH3:15])[CH3:14].C(OCC)(=O)C. Given the product [Br:1][C:2]1[CH:3]=[CH:4][C:5]([CH2:8][CH2:9][C:10]([O:12][C:13]([CH3:16])([CH3:15])[CH3:14])=[O:11])=[CH:6][CH:7]=1, predict the reactants needed to synthesize it. (5) Given the product [CH3:22][O:23][C:15]1[CH:16]=[CH:17][C:12]([C:10]2[O:11][C:2]3[C:3]([C:8](=[O:20])[CH:9]=2)=[CH:4][CH:5]=[CH:6][CH:7]=3)=[N:13][CH:14]=1, predict the reactants needed to synthesize it. The reactants are: O[C:2]1[CH:7]=[CH:6][CH:5]=[CH:4][C:3]=1[C:8](=[O:20])[CH2:9][C:10]([C:12]1[CH:17]=[C:16](OC)[CH:15]=[CH:14][N:13]=1)=[O:11].C[C:22](O)=[O:23].